Dataset: Catalyst prediction with 721,799 reactions and 888 catalyst types from USPTO. Task: Predict which catalyst facilitates the given reaction. (1) Reactant: Br[C:2]1[CH:3]=[C:4]([CH:8]2[CH2:17][C:16]([CH3:19])([CH3:18])[C:15]3[C:10](=[CH:11][CH:12]=[C:13]([Cl:20])[CH:14]=3)[NH:9]2)[CH:5]=[CH:6][CH:7]=1.[NH2:21][C:22]([CH3:27])([CH3:26])[C:23]([OH:25])=[O:24].C(=O)([O-])[O-].[K+].[K+]. Product: [Cl:20][C:13]1[CH:14]=[C:15]2[C:10](=[CH:11][CH:12]=1)[NH:9][CH:8]([C:4]1[CH:3]=[C:2]([NH:21][C:22]([CH3:27])([CH3:26])[C:23]([OH:25])=[O:24])[CH:7]=[CH:6][CH:5]=1)[CH2:17][C:16]2([CH3:19])[CH3:18]. The catalyst class is: 156. (2) Reactant: [Cl:1][C:2]1[CH:7]=[CH:6][C:5]([N+:8]([O-:10])=[O:9])=[CH:4][C:3]=1I.C([C:14](CC)([C:18]([O-:20])=[O:19])[C:15]([O-:17])=[O:16])C.[C:23]1(C2C=CC=CC=2O)C=CC=C[CH:24]=1.C(=O)([O-])[O-].[Cs+].[Cs+].[CH2:42]1COC[CH2:43]1. Product: [CH2:23]([O:20][C:18](=[O:19])[CH:14]([C:3]1[CH:4]=[C:5]([N+:8]([O-:10])=[O:9])[CH:6]=[CH:7][C:2]=1[Cl:1])[C:15]([O:17][CH2:42][CH3:43])=[O:16])[CH3:24]. The catalyst class is: 205. (3) Reactant: [CH2:1]([O:3][C:4]([N:6]1[C:10]2=[N:11][CH:12]=[C:13]([Br:15])[CH:14]=[C:9]2[CH2:8][C:7]1=[O:16])=[O:5])[CH3:2].CCN(C(C)C)C(C)C.[O:26](S(C(F)(F)F)(=O)=O)[S:27]([C:30]([F:33])([F:32])[F:31])(=O)=[O:28]. Product: [CH2:1]([O:3][C:4]([N:6]1[C:10]2=[N:11][CH:12]=[C:13]([Br:15])[CH:14]=[C:9]2[CH:8]=[C:7]1[O:16][S:27]([C:30]([F:33])([F:32])[F:31])(=[O:28])=[O:26])=[O:5])[CH3:2]. The catalyst class is: 2. (4) Reactant: Br[C:2]1[CH:7]=[CH:6][N:5]([CH:8]([CH2:14][C:15]2[CH:20]=[CH:19][CH:18]=[CH:17][CH:16]=2)[C:9]([O:11][CH2:12][CH3:13])=[O:10])[C:4](=[O:21])[CH:3]=1.[Cl:22][C:23]1[CH:24]=[CH:25][C:26]([C:32]#[N:33])=[C:27](B(O)O)[CH:28]=1. Product: [Cl:22][C:23]1[CH:28]=[CH:27][C:26]([C:32]#[N:33])=[C:25]([C:2]2[CH:7]=[CH:6][N:5]([CH:8]([CH2:14][C:15]3[CH:20]=[CH:19][CH:18]=[CH:17][CH:16]=3)[C:9]([O:11][CH2:12][CH3:13])=[O:10])[C:4](=[O:21])[CH:3]=2)[CH:24]=1. The catalyst class is: 73. (5) Reactant: [C:1]([C:3](=[C:7](SC)SC)[C:4]([NH2:6])=[O:5])#[N:2].[NH2:12][C:13]1[CH:14]=[CH:15][C:16]([N:19]2[CH2:24][CH2:23][O:22][CH2:21][CH2:20]2)=[N:17][CH:18]=1.O.[NH2:26][NH2:27]. Product: [NH2:2][C:1]1[NH:27][N:26]=[C:7]([NH:12][C:13]2[CH:18]=[N:17][C:16]([N:19]3[CH2:20][CH2:21][O:22][CH2:23][CH2:24]3)=[CH:15][CH:14]=2)[C:3]=1[C:4]([NH2:6])=[O:5]. The catalyst class is: 14. (6) Reactant: [CH3:1][S:2][C:3]1[CH:8]=[C:7]([C:9]2[CH:14]=[CH:13][CH:12]=[CH:11][CH:10]=2)O[C:5](=O)[C:4]=1[C:16]([O:18][CH3:19])=[O:17].[C:20]1([N:26]2[CH:34]=[C:33]3[C:28]([CH2:29][CH2:30][CH2:31]C3=O)=[N:27]2)[CH:25]=[CH:24][CH:23]=[CH:22][CH:21]=1.[OH-].[K+].Cl. Product: [CH3:1][S:2][C:3]1[CH:8]=[C:7]([C:9]2[CH:14]=[CH:13][CH:12]=[CH:11][CH:10]=2)[C:31]2[CH2:30][CH2:29][C:28]3[C:33](=[CH:34][N:26]([C:20]4[CH:25]=[CH:24][CH:23]=[CH:22][CH:21]=4)[N:27]=3)[C:5]=2[C:4]=1[C:16]([O:18][CH3:19])=[O:17]. The catalyst class is: 3. (7) Reactant: [F:1][C:2]1[CH:23]=[C:22]([F:24])[CH:21]=[CH:20][C:3]=1[O:4][C:5]1[C:6]([C:18]#[N:19])=[N:7][CH:8]=[C:9]([S:11][C:12]2[CH:17]=[CH:16][CH:15]=[CH:14][N:13]=2)[CH:10]=1.[OH2:25].[OH-].[Na+]. Product: [F:1][C:2]1[CH:23]=[C:22]([F:24])[CH:21]=[CH:20][C:3]=1[O:4][C:5]1[C:6]([C:18]([NH2:19])=[O:25])=[N:7][CH:8]=[C:9]([S:11][C:12]2[CH:17]=[CH:16][CH:15]=[CH:14][N:13]=2)[CH:10]=1. The catalyst class is: 65. (8) Reactant: [NH2:1][C:2]([NH2:4])=[S:3].Br[CH:6]([C:12](=O)[CH:13]([CH3:15])[CH3:14])[C:7]([O:9][CH2:10][CH3:11])=[O:8].[NH4+].[OH-]. Product: [NH2:1][C:2]1[S:3][C:6]([C:7]([O:9][CH2:10][CH3:11])=[O:8])=[C:12]([CH:13]([CH3:15])[CH3:14])[N:4]=1. The catalyst class is: 8. (9) Product: [NH2:6][CH2:5][C:4]1[CH:14]=[CH:15][C:16]([CH:18]([CH3:38])[C:19]([NH:20][CH2:21][C:22]2[C:23]([N:32]3[CH2:36][CH2:35][CH2:34][CH2:33]3)=[N:24][C:25]([C:28]([F:29])([F:30])[F:31])=[CH:26][CH:27]=2)=[O:37])=[CH:17][C:3]=1[O:2][CH3:1]. Reactant: [CH3:1][O:2][C:3]1[CH:17]=[C:16]([CH:18]([CH3:38])[C:19](=[O:37])[NH:20][CH2:21][C:22]2[C:23]([N:32]3[CH2:36][CH2:35][CH2:34][CH2:33]3)=[N:24][C:25]([C:28]([F:31])([F:30])[F:29])=[CH:26][CH:27]=2)[CH:15]=[CH:14][C:4]=1[CH2:5][NH:6]C(=O)OC(C)(C)C.FC(F)(F)C(O)=O.C([O-])(O)=O.[Na+]. The catalyst class is: 4. (10) Reactant: Cl.[C:2]([C:4]1[CH:5]=[C:6]([C:14]2[O:18][N:17]=[C:16]([C:19]3[C:29]4[O:28][CH2:27][CH2:26][N:25](C(OC(C)(C)C)=O)[CH:24]([CH2:37][C:38]([OH:40])=[O:39])[C:23]=4[CH:22]=[CH:21][CH:20]=3)[N:15]=2)[CH:7]=[CH:8][C:9]=1[O:10][CH:11]([CH3:13])[CH3:12])#[N:3].C(OCC)C. Product: [C:2]([C:4]1[CH:5]=[C:6]([C:14]2[O:18][N:17]=[C:16]([C:19]3[C:29]4[O:28][CH2:27][CH2:26][NH:25][CH:24]([CH2:37][C:38]([OH:40])=[O:39])[C:23]=4[CH:22]=[CH:21][CH:20]=3)[N:15]=2)[CH:7]=[CH:8][C:9]=1[O:10][CH:11]([CH3:13])[CH3:12])#[N:3]. The catalyst class is: 12.